From a dataset of Reaction yield outcomes from USPTO patents with 853,638 reactions. Predict the reaction yield, written as a fraction of the theoretical maximum amount of product (1.0 means a 100% yield; for example, 0.34 means a 34% yield). (1) The product is [CH2:38]([N:40]([CH2:44][CH3:45])[CH2:41][CH2:42][O:36][C:30]1[CH:29]=[C:28]2[C:33]([C:24]([O:23][C:20]3[CH:21]=[CH:22][C:17]([NH:16][C:14]([C:11]4([C:9]([NH:8][C:5]5[CH:6]=[CH:7][C:2]([F:1])=[CH:3][CH:4]=5)=[O:10])[CH2:12][CH2:13]4)=[O:15])=[CH:18][C:19]=3[F:37])=[CH:25][CH:26]=[N:27]2)=[CH:32][C:31]=1[O:34][CH3:35])[CH3:39]. The reactants are [F:1][C:2]1[CH:7]=[CH:6][C:5]([NH:8][C:9]([C:11]2([C:14]([NH:16][C:17]3[CH:22]=[CH:21][C:20]([O:23][C:24]4[C:33]5[C:28](=[CH:29][C:30]([OH:36])=[C:31]([O:34][CH3:35])[CH:32]=5)[N:27]=[CH:26][CH:25]=4)=[C:19]([F:37])[CH:18]=3)=[O:15])[CH2:13][CH2:12]2)=[O:10])=[CH:4][CH:3]=1.[CH2:38]([N:40]([CH2:44][CH3:45])[CH2:41][CH2:42]O)[CH3:39].C1C=CC(P(C2C=CC=CC=2)C2C=CC=CC=2)=CC=1.CC(OC(/N=N/C(OC(C)C)=O)=O)C. The yield is 0.340. The catalyst is C(Cl)Cl. (2) The reactants are F[C:2]1[CH:7]=[C:6]([C:8]2[CH:13]=[CH:12][N:11]=[C:10]([S:14][CH3:15])[N:9]=2)[CH:5]=[CH:4][N:3]=1.[OH-:16].[Na+]. The catalyst is Cl. The product is [CH3:15][S:14][C:10]1[N:9]=[C:8]([C:6]2[CH:5]=[CH:4][NH:3][C:2](=[O:16])[CH:7]=2)[CH:13]=[CH:12][N:11]=1. The yield is 0.490. (3) The reactants are [Cl:1][C:2]1[C:3]([O:12][C:13]2[CH:18]=[C:17]([O:19][CH:20]([CH3:22])[CH3:21])[CH:16]=[CH:15][C:14]=2/[CH:23]=[C:24](\[CH3:28])/[C:25](O)=[O:26])=[N:4][CH:5]=[C:6]([C:8]([F:11])([F:10])[F:9])[CH:7]=1.Cl.C(N=C=NCCCN(C)C)C.[CH3:41][O:42][CH2:43][CH2:44][CH2:45][NH:46][S:47]([NH2:50])(=[O:49])=[O:48].Cl. The catalyst is C(#N)C.CN(C)C1C=CN=CC=1.C(OCC)(=O)C. The product is [Cl:1][C:2]1[C:3]([O:12][C:13]2[CH:18]=[C:17]([O:19][CH:20]([CH3:22])[CH3:21])[CH:16]=[CH:15][C:14]=2/[CH:23]=[C:24](\[CH3:28])/[C:25]([NH:50][S:47]([NH:46][CH2:45][CH2:44][CH2:43][O:42][CH3:41])(=[O:49])=[O:48])=[O:26])=[N:4][CH:5]=[C:6]([C:8]([F:11])([F:9])[F:10])[CH:7]=1. The yield is 0.270. (4) The reactants are [Si]([O:8][CH2:9][CH2:10][CH2:11][C:12](=S)[NH:13][CH2:14][C:15]1[N:16]=[C:17]2[CH:23]=[C:22]([C:24]3[C:32]4[C:27](=[CH:28][CH:29]=[C:30]([O:33][CH3:34])[CH:31]=4)[N:26]([CH3:35])[CH:25]=3)[N:21]([CH2:36][O:37][CH2:38][CH2:39][Si:40]([CH3:43])([CH3:42])[CH3:41])[C:18]2=[N:19][CH:20]=1)(C(C)(C)C)(C)C. The catalyst is FC(F)(F)C(O[Hg]OC(=O)C(F)(F)F)=O.O1CCOCC1. The product is [CH3:34][O:33][C:30]1[CH:31]=[C:32]2[C:27](=[CH:28][CH:29]=1)[N:26]([CH3:35])[CH:25]=[C:24]2[C:22]1[N:21]([CH2:36][O:37][CH2:38][CH2:39][Si:40]([CH3:43])([CH3:42])[CH3:41])[C:18]2[N:19]=[CH:20][C:15]3[N:16]([C:12]([CH2:11][CH2:10][CH2:9][OH:8])=[N:13][CH:14]=3)[C:17]=2[CH:23]=1. The yield is 0.180.